Dataset: Reaction yield outcomes from USPTO patents with 853,638 reactions. Task: Predict the reaction yield, written as a fraction of the theoretical maximum amount of product (1.0 means a 100% yield; for example, 0.34 means a 34% yield). (1) The reactants are [F:1][C:2]1[CH:7]=[CH:6][CH:5]=[CH:4][C:3]=1[NH:8][N:9]=[C:10]([C:15](=[O:19])[CH2:16][O:17][CH3:18])[C:11]([O:13][CH3:14])=[O:12].[CH3:20]OC(OC)N(C)C. The product is [F:1][C:2]1[CH:7]=[CH:6][CH:5]=[CH:4][C:3]=1[N:8]1[CH:20]=[C:16]([O:17][CH3:18])[C:15](=[O:19])[C:10]([C:11]([O:13][CH3:14])=[O:12])=[N:9]1. The yield is 0.900. No catalyst specified. (2) The reactants are [CH:1]1[C:10]2[C:4]([CH:5]=[CH:6][CH:7]=[CH:8][CH:9]=2)=[CH:3][C:2]=1[CH2:11][C:12]1[CH:13]=[CH:14][C:15]([O:57]CC2C=CC=CC=2)=[C:16]([C@@H:18]2[O:47][C@H:46]([CH2:48][O:49]CC3C=CC=CC=3)[C@@H:37]([O:38]CC3C=CC=CC=3)[C@H:28]([O:29]CC3C=CC=CC=3)[C@H:19]2[O:20]CC2C=CC=CC=2)[CH:17]=1.[Cl-].[Al+3].[Cl-].[Cl-].C1(OC)C=CC=CC=1. The catalyst is C(Cl)Cl. The product is [CH:1]1[C:10]2[C:4]([CH:5]=[CH:6][CH:7]=[CH:8][CH:9]=2)=[CH:3][C:2]=1[CH2:11][C:12]1[CH:13]=[CH:14][C:15]([OH:57])=[C:16]([C@@H:18]2[O:47][C@H:46]([CH2:48][OH:49])[C@@H:37]([OH:38])[C@H:28]([OH:29])[C@H:19]2[OH:20])[CH:17]=1. The yield is 0.310. (3) The reactants are [Si:1]([O:8][CH2:9][C:10]1[CH:15]=[C:14]([CH3:16])[NH:13][C:12](=[O:17])[C:11]=1[C:18]#[N:19])([C:4]([CH3:7])([CH3:6])[CH3:5])([CH3:3])[CH3:2].N.[H][H]. The catalyst is CO.[Ni]. The product is [NH2:19][CH2:18][C:11]1[C:12](=[O:17])[NH:13][C:14]([CH3:16])=[CH:15][C:10]=1[CH2:9][O:8][Si:1]([C:4]([CH3:6])([CH3:5])[CH3:7])([CH3:2])[CH3:3]. The yield is 0.630.